This data is from Reaction yield outcomes from USPTO patents with 853,638 reactions. The task is: Predict the reaction yield, written as a fraction of the theoretical maximum amount of product (1.0 means a 100% yield; for example, 0.34 means a 34% yield). (1) The reactants are [C:1]([O:7][CH2:8][CH3:9])(=[O:6])[CH2:2][C:3]([CH3:5])=[O:4].CO[CH:12]([N:15]([CH3:17])[CH3:16])OC. No catalyst specified. The product is [CH2:8]([O:7][C:1](=[O:6])[C:2](=[CH:12][N:15]([CH3:17])[CH3:16])[C:3](=[O:4])[CH3:5])[CH3:9]. The yield is 0.990. (2) The reactants are [C:1]([O:5][C:6]([N:8]([CH2:25][CH2:26][C:27]1[CH:32]=[CH:31][C:30]([O:33][C:34]([F:37])([F:36])[F:35])=[CH:29][CH:28]=1)[C:9]1[N:14]=[C:13]([O:15][CH3:16])[N:12]=[C:11](OS(C(F)(F)F)(=O)=O)[CH:10]=1)=[O:7])([CH3:4])([CH3:3])[CH3:2].[NH:38]1[CH2:42][CH2:41][C@H:40]([CH2:43][C:44]([OH:46])=[O:45])[CH2:39]1. The catalyst is CN(C=O)C. The yield is 0.980. The product is [C:1]([O:5][C:6]([N:8]([CH2:25][CH2:26][C:27]1[CH:32]=[CH:31][C:30]([O:33][C:34]([F:36])([F:37])[F:35])=[CH:29][CH:28]=1)[C:9]1[N:14]=[C:13]([O:15][CH3:16])[N:12]=[C:11]([N:38]2[CH2:42][CH2:41][C@H:40]([CH2:43][C:44]([OH:46])=[O:45])[CH2:39]2)[CH:10]=1)=[O:7])([CH3:4])([CH3:3])[CH3:2].